From a dataset of Forward reaction prediction with 1.9M reactions from USPTO patents (1976-2016). Predict the product of the given reaction. Given the reactants Cl.[CH2:2]([O:4][C:5]([C:7]1([CH2:20][O:21][CH2:22][C:23]2[CH:28]=[CH:27][CH:26]=[CH:25][CH:24]=2)[CH2:12][CH2:11][N:10](C(OC(C)(C)C)=O)[CH2:9][CH2:8]1)=[O:6])[CH3:3], predict the reaction product. The product is: [CH2:2]([O:4][C:5]([C:7]1([CH2:20][O:21][CH2:22][C:23]2[CH:24]=[CH:25][CH:26]=[CH:27][CH:28]=2)[CH2:8][CH2:9][NH:10][CH2:11][CH2:12]1)=[O:6])[CH3:3].